This data is from Experimentally validated miRNA-target interactions with 360,000+ pairs, plus equal number of negative samples. The task is: Binary Classification. Given a miRNA mature sequence and a target amino acid sequence, predict their likelihood of interaction. (1) The miRNA is rno-miR-450a-5p with sequence UUUUGCGAUGUGUUCCUAAUGU. The protein sequence of the target gene is MSPAAPVPPDSALESPFEEMALVRGGWLWRQSSILRRWKRNWFALWLDGTLGYYHDETAQDEEDRVLIHFNVRDIKIGPECHDVQPPEGRSRDGLLTVNLREGGRLHLCAETKDDALAWKTALLEANSTPAPAGATVPPRSRRVCSKVRCVTRSWSPCKVERRIWVRVYSPYQDYYEVVPPNAHEATYVRSYYGPPYAGPGVTHVIVREDPCYSAGAPLAMGMLAGAATGAALGSLMWSPCWF. Result: 0 (no interaction). (2) The miRNA is hsa-miR-190a-3p with sequence CUAUAUAUCAAACAUAUUCCU. The protein sequence of the target gene is MEPSSLELPADTVQRIAAELKCHPTDERVALHLDEEDKLRHFRECFYIPKIQDLPPVDLSLVNKDENAIYFLGNSLGLQPKMVKTYLEEELDKWAKIAAYGHEVGKRPWITGDESIVGLMKDIVGANEKEIALMNALTVNLHLLMLSFFKPTPKRYKILLEAKAFPSDHYAIESQLQLHGLNIEESMRMIKPREGEETLRIEDILEVIEKEGDSIAVILFSGVHFYTGQHFNIPAITKAGQAKGCYVGFDLAHAVGNVELYLHDWGVDFACWCSYKYLNAGAGGIAGAFIHEKHAHTIKP.... Result: 1 (interaction). (3) The miRNA is hsa-miR-410-3p with sequence AAUAUAACACAGAUGGCCUGU. The protein sequence of the target gene is MSVPEEEERLLPLTQRWPRASKFLLSGCAATVAELATFPLDLTKTRLQMQGEAALARLGDGARESAPYRGMVRTALGIIEEEGFLKLWQGVTPAIYRHVVYSGGRMVTYEHLREVVFGKSEDEHYPLWKSVIGGMMAGVIGQFLANPTDLVKVQMQMEGKRKLEGKPLRFRGVHHAFAKILAEGGIRGLWAGWVPNIQRAALVNMGDLTTYDTVKHYLVLNTPLEDNIMTHGLSSLCSGLVASILGTPADVIKSRIMNQPRDKQGRGLLYKSSTDCLIQAVQGEGFMSLYKGFLPSWLRM.... Result: 1 (interaction). (4) The miRNA is hsa-miR-6780a-5p with sequence UUGGGAGGGAAGACAGCUGGAGA. The protein sequence of the target gene is MAASGESGTSGGGGSTEEAFMTFYSEVKQIEKRDSVLTSKNQIERLTRPGSSYFNLNPFEVLQIDPEVTDEEIKKRFRQLSILVHPDKNQDDADRAQKAFEAVDKAYKLLLDQEQKKRALDVIQAGKEYVEHTVKERKKQLKKEGKPTIVEEDDPELFKQAVYKQTMKLFAELEIKRKEREAKEMHERKRQREEEIEAQEKAKREREWQKNFEESRDGRVDSWRNFQANTKGKKEKKNRTFLRPPKVKMEQRE. Result: 1 (interaction). (5) The miRNA is hsa-miR-2681-5p with sequence GUUUUACCACCUCCAGGAGACU. The protein sequence of the target gene is MVTPCPTSPSSPAARAGRRDNDQNLRAPVKKSRRPRLRRKQPLHPLNPCPLPGDSGICDLFESPSSGSDGAESPSAARGGSPLPGPAQPVAQLDLQTFRDYGQSCYAFRKAQESHFHPREALARQPQVTAESRCKLLSWLIPVHRQFGLSFESLCLTVNTLDRFLTTTPVAADCFQLLGVTSLLIACKQVEVHPPRVKQLLALCCGAFSRQQLCNLECIVLHKLHFTLGAPTISFFLEHFTHARVEAGQAEASEALEAQALARGVAELSLADYAFTSYSPSLLAICCLALADRMLRVSRP.... Result: 0 (no interaction). (6) The miRNA is hsa-miR-539-3p with sequence AUCAUACAAGGACAAUUUCUUU. The protein sequence of the target gene is MGKDYYQTLGLARGASDDEIKRAYRRQALRYHPDKNKEPGAEEKFKEIAEAYDVLSDPRKREIFDRYGEEGLKGGSPSGGSSGGANGTSFSYTFHGDPHAMFAEFFGGRNPFDTFFGQRNGEEGMDIDDTFSSFPMGMGGFTNMNFGRSRPSQEPTRKKQDPPVTHDLRVSLEEIYSGCTKKMKISHKRLNPDGKSIRNEDKILTIEVKRGWKEGTKITFPKEGDQTSNNIPADIVFVLKDKPHNIFKRDGSDVIYPARISLREALCGCTVNVPTLDGRTIPVVFKDVIRPGMRRKVPGE.... Result: 0 (no interaction). (7) The miRNA is mmu-miR-466m-5p with sequence UGUGUGCAUGUGCAUGUGUGUAU. The protein sequence of the target gene is MDSDSCAAAFHPEEYSPSCKRRRTVEDFNKFCTFVLAYAGYIPYPKEELPLRSSPSPANSTAGTIDSDGWDAGFSDIASSVPLPVSDRCFSHLQPTLLQRAKPSNFLLDRKKTDKLKKKKKRKRRDSDAPGKEGYRGGLLKLEAADPYVETPTSPTLQDIPQAPSDPCSGWDSDTPSSGSCATVSPDQVKEIKTEGKRTIVRQGKQVVFRDEDSTGNDEDIMVDSDDDSWDLVTCFCMKPFAGRPMIECNECHTWIHLSCAKIRKSNVPEVFVCQKCRDSKFDIRRSNRSRTGSRKLFLD.... Result: 0 (no interaction).